Dataset: Full USPTO retrosynthesis dataset with 1.9M reactions from patents (1976-2016). Task: Predict the reactants needed to synthesize the given product. (1) Given the product [F:1][C:2]1[C:3]2[CH2:8][CH2:9][C:10]3[CH:15]=[CH:14][N:13]=[CH:12][C:11]=3[C:16](=[O:18])[C:4]=2[CH:5]=[CH:6][CH:7]=1, predict the reactants needed to synthesize it. The reactants are: [F:1][C:2]1[CH:7]=[CH:6][CH:5]=[CH:4][C:3]=1[CH2:8][CH2:9][C:10]1[CH:15]=[CH:14][N:13]=[CH:12][C:11]=1[C:16]([OH:18])=O.[OH-].[K+]. (2) Given the product [Br:35][C:11]1[N:12]([CH2:15][CH:16]2[CH2:21][CH2:20][CH2:19][N:18]([C:22]([O:24][C:25]([CH3:28])([CH3:27])[CH3:26])=[O:23])[CH2:17]2)[C:13]2[C:9]([N:10]=1)=[C:8]([NH2:29])[N:7]=[C:6]([O:5][CH2:1][CH2:2][CH2:3][CH3:4])[N:14]=2, predict the reactants needed to synthesize it. The reactants are: [CH2:1]([O:5][C:6]1[N:14]=[C:13]2[C:9]([N:10]=[CH:11][N:12]2[CH2:15][CH:16]2[CH2:21][CH2:20][CH2:19][N:18]([C:22]([O:24][C:25]([CH3:28])([CH3:27])[CH3:26])=[O:23])[CH2:17]2)=[C:8]([NH2:29])[N:7]=1)[CH2:2][CH2:3][CH3:4].C([O-])(=O)C.[Na+].[Br:35]Br.O. (3) The reactants are: [F:1][C:2]1[CH:21]=[C:20]([O:22][CH3:23])[C:19]([F:24])=[CH:18][C:3]=1[CH2:4][CH:5]1[C:9]2=[N:10][C:11]3[CH:16]=[CH:15][CH:14]=[CH:13][C:12]=3[N:8]2[C:7](=[O:17])[NH:6]1.[NH2:25][C@H:26]1[CH2:31][CH2:30][C@H:29]([OH:32])[CH2:28][CH2:27]1.C(O)(C(F)(F)F)=O. Given the product [NH:8]1[C:12]2[CH:13]=[CH:14][CH:15]=[CH:16][C:11]=2[N:10]=[C:9]1[CH:5]([NH:6][C:7]([NH:25][C@H:26]1[CH2:31][CH2:30][C@H:29]([OH:32])[CH2:28][CH2:27]1)=[O:17])[CH2:4][C:3]1[CH:18]=[C:19]([F:24])[C:20]([O:22][CH3:23])=[CH:21][C:2]=1[F:1], predict the reactants needed to synthesize it.